From a dataset of Reaction yield outcomes from USPTO patents with 853,638 reactions. Predict the reaction yield, written as a fraction of the theoretical maximum amount of product (1.0 means a 100% yield; for example, 0.34 means a 34% yield). (1) The reactants are [Cl:1][C:2]1[N:3]=[C:4]([N:11]2[CH2:16][CH2:15][O:14][CH2:13][CH2:12]2)[C:5]2[S:10][CH:9]=[CH:8][C:6]=2[N:7]=1.C([Li])CCC.CCCCCC.CN([CH:31]=[O:32])C. The catalyst is C1COCC1. The product is [Cl:1][C:2]1[N:3]=[C:4]([N:11]2[CH2:16][CH2:15][O:14][CH2:13][CH2:12]2)[C:5]2[S:10][C:9]([CH:31]=[O:32])=[CH:8][C:6]=2[N:7]=1. The yield is 0.770. (2) The reactants are C([SiH2][O:6][C:7](C)(C)[C@H:8]1[CH2:13][CH2:12][C@H:11]([CH2:14][C:15]#[N:16])[CH2:10][CH2:9]1)(C)(C)C.C(Cl)(Cl)[Cl:20]. The catalyst is C(O)C.O=[Pt]=O. The product is [ClH:20].[NH2:16][CH2:15][CH2:14][C@H:11]1[CH2:12][CH2:13][C@H:8]([CH2:7][OH:6])[CH2:9][CH2:10]1. The yield is 0.970. (3) The reactants are [Br:1][C:2]1[CH:10]=[CH:9][C:5]([C:6](O)=[O:7])=[C:4]([CH2:11][CH3:12])[CH:3]=1.O=S(Cl)[Cl:15]. No catalyst specified. The product is [Br:1][C:2]1[CH:10]=[CH:9][C:5]([C:6]([Cl:15])=[O:7])=[C:4]([CH2:11][CH3:12])[CH:3]=1. The yield is 0.960. (4) The reactants are [C:1]([CH2:3][CH2:4][CH2:5][C:6]1[C:7]([C:18]2[CH:23]=[CH:22][N:21]=[CH:20][CH:19]=2)=[C:8]([C:11]2[CH:16]=[CH:15][C:14]([F:17])=[CH:13][CH:12]=2)[NH:9][CH:10]=1)#[N:2].[H-].[Al+3].[Li+].[H-].[H-].[H-].[OH-].[Na+].O. The catalyst is O1CCCC1. The product is [NH2:2][CH2:1][CH2:3][CH2:4][CH2:5][C:6]1[C:7]([C:18]2[CH:19]=[CH:20][N:21]=[CH:22][CH:23]=2)=[C:8]([C:11]2[CH:12]=[CH:13][C:14]([F:17])=[CH:15][CH:16]=2)[NH:9][CH:10]=1. The yield is 0.430. (5) The reactants are [NH2:1][C@:2]12[CH2:37][CH2:36][C@@H:35]([C:38]([CH3:40])=[CH2:39])[C@@H:3]1[C@@H:4]1[C@@:17]([CH3:20])([CH2:18][CH2:19]2)[C@@:16]2([CH3:21])[C@@H:7]([C@:8]3([CH3:34])[C@@H:13]([CH2:14][CH2:15]2)[C:12]([CH3:23])([CH3:22])[C:11]([C:24]2[CH:33]=[CH:32][C:27]([C:28]([O:30][CH3:31])=[O:29])=[CH:26][CH:25]=2)=[CH:10][CH2:9]3)[CH2:6][CH2:5]1.[S:41]1[CH:45]=[CH:44][C:43]([CH:46]=O)=[CH:42]1.C(O[BH-](OC(=O)C)OC(=O)C)(=O)C.[Na+]. The catalyst is ClCCCl.CC(C)[O-].[Ti+4].CC(C)[O-].CC(C)[O-].CC(C)[O-]. The product is [CH3:20][C@:17]12[C@@:16]3([CH3:21])[C@@H:7]([C@:8]4([CH3:34])[C@@H:13]([CH2:14][CH2:15]3)[C:12]([CH3:22])([CH3:23])[C:11]([C:24]3[CH:25]=[CH:26][C:27]([C:28]([O:30][CH3:31])=[O:29])=[CH:32][CH:33]=3)=[CH:10][CH2:9]4)[CH2:6][CH2:5][C@@H:4]1[C@H:3]1[C@H:35]([C:38]([CH3:40])=[CH2:39])[CH2:36][CH2:37][C@:2]1([NH:1][CH2:46][C:43]1[CH:44]=[CH:45][S:41][CH:42]=1)[CH2:19][CH2:18]2. The yield is 0.910. (6) The product is [Cl:15][C:16]1[N:17]=[N:18][C:19]([N:1]2[CH2:2][CH2:3][CH:4]([NH:7][C:8](=[O:14])[O:9][C:10]([CH3:11])([CH3:13])[CH3:12])[CH2:5][CH2:6]2)=[CH:20][CH:21]=1. The yield is 0.680. The catalyst is CN(C=O)C.O. The reactants are [NH:1]1[CH2:6][CH2:5][CH:4]([NH:7][C:8](=[O:14])[O:9][C:10]([CH3:13])([CH3:12])[CH3:11])[CH2:3][CH2:2]1.[Cl:15][C:16]1[N:17]=[N:18][C:19](Cl)=[CH:20][CH:21]=1. (7) The reactants are [N+:1]([C:4]1[CH:11]=[C:10]([C:12]([F:15])([F:14])[F:13])[C:9]([O:16][CH2:17][C:18]([F:21])([F:20])[F:19])=[CH:8][C:5]=1[C:6]#[N:7])([O-])=O. The catalyst is CO.Cl.[Fe]. The product is [NH2:1][C:4]1[CH:11]=[C:10]([C:12]([F:14])([F:15])[F:13])[C:9]([O:16][CH2:17][C:18]([F:19])([F:20])[F:21])=[CH:8][C:5]=1[C:6]#[N:7]. The yield is 0.840. (8) The reactants are I[C:2]1[CH:7]=[CH:6][C:5]([I:8])=[CH:4][CH:3]=1.[CH3:9][N:10]1[CH2:15][CH2:14][NH:13][C:12](=[O:16])[CH2:11]1.CN[C@H]1CC[C@H](NC)CC1.[O-]P([O-])([O-])=O.[K+].[K+].[K+]. The catalyst is O1CCOCC1.[Cu]I.O. The product is [I:8][C:5]1[CH:6]=[CH:7][C:2]([N:13]2[CH2:14][CH2:15][N:10]([CH3:9])[CH2:11][C:12]2=[O:16])=[CH:3][CH:4]=1. The yield is 0.550.